This data is from Full USPTO retrosynthesis dataset with 1.9M reactions from patents (1976-2016). The task is: Predict the reactants needed to synthesize the given product. (1) Given the product [F:1][C:2]([F:29])([F:28])[C:3]1[CH:4]=[C:5]([CH:21]=[C:22]([C:24]([F:27])([F:26])[F:25])[CH:23]=1)[CH2:6][O:7][CH2:8][C:9]1([C:15]2[CH:20]=[CH:19][CH:18]=[CH:17][CH:16]=2)[CH2:13][CH2:12][CH:11]([N:30]2[CH2:35][CH2:34][CH2:33][CH2:32][CH2:31]2)[CH2:10]1, predict the reactants needed to synthesize it. The reactants are: [F:1][C:2]([F:29])([F:28])[C:3]1[CH:4]=[C:5]([CH:21]=[C:22]([C:24]([F:27])([F:26])[F:25])[CH:23]=1)[CH2:6][O:7][CH2:8][C:9]1([C:15]2[CH:20]=[CH:19][CH:18]=[CH:17][CH:16]=2)[CH2:13][CH2:12][C:11](=O)[CH2:10]1.[NH:30]1[CH2:35][CH2:34][CH2:33][CH2:32][CH2:31]1.C(O)C.[BH4-].[Na+]. (2) Given the product [Cl:2][C:15]1[C:14]2[C:9](=[CH:10][CH:11]=[CH:12][N:13]=2)[N:8]=[CH:7][C:6]=1[NH2:5], predict the reactants needed to synthesize it. The reactants are: O(Cl)[Cl:2].[P+3].[NH2:5][C:6]1[CH:7]=[N:8][C:9]2[C:14]([C:15]=1O)=[N:13][CH:12]=[CH:11][CH:10]=2.O.C(=O)([O-])[O-].[Na+].[Na+]. (3) Given the product [F:21][C:22]1[CH:23]=[C:24]([CH:25]=[CH:26][C:27]=1[F:28])[CH2:10][C:11]1[O:15][N:14]=[C:13]([C:16]([O:18][CH2:19][CH3:20])=[O:17])[CH:12]=1, predict the reactants needed to synthesize it. The reactants are: C(OP(O[CH2:10][C:11]1[O:15][N:14]=[C:13]([C:16]([O:18][CH2:19][CH3:20])=[O:17])[CH:12]=1)(OCC)=O)C.[F:21][C:22]1[CH:23]=[C:24](B(O)O)[CH:25]=[CH:26][C:27]=1[F:28].C(=O)([O-])[O-].[K+].[K+].C1(P(C2C=CC=CC=2)C2C=CC=CC=2)C=CC=CC=1. (4) Given the product [CH3:1][O:2][C:3]1[CH:14]=[CH:13][C:6]2[N:7]([CH3:12])[CH2:8][CH2:9][O:10][C:5]=2[CH:4]=1, predict the reactants needed to synthesize it. The reactants are: [CH3:1][O:2][C:3]1[CH:14]=[CH:13][C:6]2[N:7]([CH3:12])[C:8](=O)[CH2:9][O:10][C:5]=2[CH:4]=1.CSC.B. (5) Given the product [CH3:24][O:23][C:21]([C@H:13]1[C@H:12]([C:9]2[CH:8]=[CH:7][C:6]([C:5]3[O:1][C:2]([C:42]4[CH:47]=[CH:46][CH:45]=[CH:44][CH:43]=4)=[N:3][CH:4]=3)=[CH:11][CH:10]=2)[C@H:14]1[C:15]1[CH:16]=[CH:17][CH:18]=[CH:19][CH:20]=1)=[O:22], predict the reactants needed to synthesize it. The reactants are: [O:1]1[C:5]([C:6]2[CH:11]=[CH:10][C:9]([C@@H:12]3[C@@H:14]([C:15]4[CH:20]=[CH:19][CH:18]=[CH:17][CH:16]=4)[C@H:13]3[C:21]([O:23][CH3:24])=[O:22])=[CH:8][CH:7]=2)=[CH:4][N:3]=[CH:2]1.C(O)(=O)C(C)(C)C.CC(C)([O-])C.[K+].CC(O[C:42]1[CH:47]=[CH:46][CH:45]=[C:44](OC(C)C)[C:43]=1[C:42]1[C:47](P(C2CCCCC2)C2CCCCC2)=[CH:46][CH:45]=[CH:44][CH:43]=1)C.BrC1C=CC=CC=1.Cl. (6) Given the product [NH2:1][C:2]1[N:7]=[CH:6][N:5]=[C:4]([NH:9][C:10]2[CH:15]=[CH:14][C:13]([NH:16][C:17](=[O:26])[O:18][CH2:19][C:20]3[CH:21]=[CH:22][CH:23]=[CH:24][CH:25]=3)=[CH:12][CH:11]=2)[CH:3]=1, predict the reactants needed to synthesize it. The reactants are: [NH2:1][C:2]1[N:7]=[CH:6][N:5]=[C:4](Cl)[CH:3]=1.[NH2:9][C:10]1[CH:15]=[CH:14][C:13]([NH:16][C:17](=[O:26])[O:18][CH2:19][C:20]2[CH:25]=[CH:24][CH:23]=[CH:22][CH:21]=2)=[CH:12][CH:11]=1.Cl.C(OCC)(=O)C.CCCCCC.